This data is from Catalyst prediction with 721,799 reactions and 888 catalyst types from USPTO. The task is: Predict which catalyst facilitates the given reaction. (1) Reactant: [I:1][C:2]1[C:3](=O)[C:4]([C:9]([NH2:11])=O)=[CH:5][NH:6][C:7]=1[CH3:8].P(Cl)(Cl)([Cl:15])=O. Product: [Cl:15][C:3]1[C:4]([C:9]#[N:11])=[CH:5][N:6]=[C:7]([CH3:8])[C:2]=1[I:1]. The catalyst class is: 3. (2) Reactant: [CH2:1]([C:3]1[C:4]([OH:9])=[N:5][CH:6]=[CH:7][CH:8]=1)[CH3:2].[Br:10]N1C(=O)CCC1=O. Product: [Br:10][C:7]1[CH:8]=[C:3]([CH2:1][CH3:2])[C:4]([OH:9])=[N:5][CH:6]=1. The catalyst class is: 10. (3) Reactant: [Br:1][C:2]1[CH:3]=[CH:4][C:5]2[N:9]=[CH:8][NH:7][C:6]=2[CH:10]=1.[O:11]1[CH:16]=[CH:15][CH2:14][CH2:13][CH2:12]1.C1(C)C=CC(S(O)(=O)=O)=CC=1.BrC1C=CC2N=CN(C3CCCCO3)C=2C=1. The catalyst class is: 7. Product: [Br:1][C:2]1[CH:3]=[CH:4][C:5]2[N:9]([CH:12]3[CH2:13][CH2:14][CH2:15][CH2:16][O:11]3)[CH:8]=[N:7][C:6]=2[CH:10]=1.